This data is from Full USPTO retrosynthesis dataset with 1.9M reactions from patents (1976-2016). The task is: Predict the reactants needed to synthesize the given product. (1) Given the product [C:1]1([N:7]2[C:15]([C:9]3[CH:10]=[CH:11][CH:12]=[CH:13][CH:14]=3)=[CH:16][C:17]([C:19]3[CH:20]=[CH:21][C:22]4[O:27][CH2:26][C:25](=[O:28])[NH:24][C:23]=4[CH:29]=3)=[N:8]2)[CH:6]=[CH:5][CH:4]=[CH:3][CH:2]=1, predict the reactants needed to synthesize it. The reactants are: [C:1]1([NH:7][NH2:8])[CH:6]=[CH:5][CH:4]=[CH:3][CH:2]=1.[C:9]1([CH:15]=[CH:16][C:17]([C:19]2[CH:20]=[CH:21][C:22]3[O:27][CH2:26][C:25](=[O:28])[NH:24][C:23]=3[CH:29]=2)=O)[CH:14]=[CH:13][CH:12]=[CH:11][CH:10]=1. (2) Given the product [NH2:20][C:21]1[C:26]([C:27]#[N:28])=[C:25]([NH:19][CH:17]([C:8]2[C:7]([C:1]3[CH:2]=[CH:3][CH:4]=[CH:5][CH:6]=3)=[CH:16][C:15]3[C:10](=[CH:11][CH:12]=[CH:13][N:14]=3)[N:9]=2)[CH3:18])[N:24]=[CH:23][N:22]=1, predict the reactants needed to synthesize it. The reactants are: [C:1]1([C:7]2[C:8]([CH:17]([NH2:19])[CH3:18])=[N:9][C:10]3[C:15]([CH:16]=2)=[N:14][CH:13]=[CH:12][CH:11]=3)[CH:6]=[CH:5][CH:4]=[CH:3][CH:2]=1.[NH2:20][C:21]1[C:26]([C:27]#[N:28])=[C:25](Cl)[N:24]=[CH:23][N:22]=1.CCN(C(C)C)C(C)C.